From a dataset of Full USPTO retrosynthesis dataset with 1.9M reactions from patents (1976-2016). Predict the reactants needed to synthesize the given product. (1) The reactants are: [N:1]1([C:7]([O:9][C:10]([CH3:13])([CH3:12])[CH3:11])=[O:8])[CH2:6][CH2:5][NH:4][CH2:3][CH2:2]1.CCN(CC)CC.[Br:21][C:22]1[CH:23]=[CH:24][C:25]([S:28](Cl)(=[O:30])=[O:29])=[N:26][CH:27]=1. Given the product [Br:21][C:22]1[CH:23]=[CH:24][C:25]([S:28]([N:4]2[CH2:5][CH2:6][N:1]([C:7]([O:9][C:10]([CH3:13])([CH3:12])[CH3:11])=[O:8])[CH2:2][CH2:3]2)(=[O:30])=[O:29])=[N:26][CH:27]=1, predict the reactants needed to synthesize it. (2) Given the product [F:33][C:32]([F:35])([F:34])[S:29]([O:9][C:6]1[CH2:7][CH2:8][CH:3]([C:2]([F:10])([F:11])[F:1])[CH2:4][CH:5]=1)(=[O:31])=[O:30], predict the reactants needed to synthesize it. The reactants are: [F:1][C:2]([F:11])([F:10])[CH:3]1[CH2:8][CH2:7][C:6](=[O:9])[CH2:5][CH2:4]1.[Li+].C[Si]([N-][Si](C)(C)C)(C)C.C1C=CC(N([S:29]([C:32]([F:35])([F:34])[F:33])(=[O:31])=[O:30])[S:29]([C:32]([F:35])([F:34])[F:33])(=[O:31])=[O:30])=CC=1. (3) Given the product [C:59]([O:63][C:6](=[O:43])[NH:3][C:26]1[CH:25]=[C:24]([O:23][C:22]2[CH:33]=[CH:34][C:19]([NH:18][C:16]([O:15][CH2:8][C:9]3[CH:14]=[CH:13][CH:12]=[CH:11][CH:10]=3)=[O:17])=[C:20]([F:35])[CH:21]=2)[CH:29]=[CH:28][N:27]=1)([CH3:62])([CH3:61])[CH3:60], predict the reactants needed to synthesize it. The reactants are: C([N:3]([CH2:6]C)CC)C.[CH2:8]([O:15][C:16]([NH:18][C:19]1[CH:34]=[CH:33][C:22]([O:23][C:24]2[CH:29]=[CH:28][N:27]=[C:26](C(O)=O)[CH:25]=2)=[CH:21][C:20]=1[F:35])=[O:17])[C:9]1[CH:14]=[CH:13][CH:12]=[CH:11][CH:10]=1.C1(P(N=[N+]=[N-])(C2C=CC=CC=2)=[O:43])C=CC=CC=1.C(OCC)(=O)C.[C:59]([OH:63])([CH3:62])([CH3:61])[CH3:60]. (4) The reactants are: [C:1]1([C:16]2[CH:21]=[CH:20][CH:19]=[CH:18][CH:17]=2)[CH:6]=[CH:5][C:4]([CH:7]([C:9]2[CH:14]=[CH:13][C:12]([Cl:15])=[CH:11][CH:10]=2)O)=[CH:3][CH:2]=1.S(Cl)([Cl:24])=O. Given the product [Cl:24][CH:7]([C:9]1[CH:14]=[CH:13][C:12]([Cl:15])=[CH:11][CH:10]=1)[C:4]1[CH:5]=[CH:6][C:1]([C:16]2[CH:21]=[CH:20][CH:19]=[CH:18][CH:17]=2)=[CH:2][CH:3]=1, predict the reactants needed to synthesize it. (5) Given the product [CH3:38][C:33]1[C:32]([C:29]2[CH:30]=[CH:31][C:26]([O:25][C:19]3[CH:20]=[CH:21][C:22]([F:24])=[C:23]4[C:18]=3[CH2:17][CH2:16][C@H:15]4[O:14][C:12]3[CH:11]=[CH:10][C:9]4[C@H:5]([CH2:4][C:3]([OH:40])=[O:2])[CH2:6][O:7][C:8]=4[CH:13]=3)=[C:27]([F:39])[CH:28]=2)=[C:36]([CH3:37])[O:35][N:34]=1, predict the reactants needed to synthesize it. The reactants are: C[O:2][C:3](=[O:40])[CH2:4][C@H:5]1[C:9]2[CH:10]=[CH:11][C:12]([O:14][C@H:15]3[C:23]4[C:18](=[C:19]([O:25][C:26]5[CH:31]=[CH:30][C:29]([C:32]6[C:33]([CH3:38])=[N:34][O:35][C:36]=6[CH3:37])=[CH:28][C:27]=5[F:39])[CH:20]=[CH:21][C:22]=4[F:24])[CH2:17][CH2:16]3)=[CH:13][C:8]=2[O:7][CH2:6]1.[OH-].[K+].